This data is from Reaction yield outcomes from USPTO patents with 853,638 reactions. The task is: Predict the reaction yield, written as a fraction of the theoretical maximum amount of product (1.0 means a 100% yield; for example, 0.34 means a 34% yield). (1) The reactants are [Br:1][C:2]1[C:3]([F:17])=[C:4]([N:11]2[C:15](=[O:16])[NH:14][N:13]=[N:12]2)[CH:5]=[C:6]([N+:8]([O-:10])=[O:9])[CH:7]=1.[CH3:18]N(C=O)C.C([O-])([O-])=O.[K+].[K+].IC. The catalyst is [Cl-].[Na+].O.C(OCC)(=O)C. The product is [Br:1][C:2]1[C:3]([F:17])=[C:4]([N:11]2[C:15](=[O:16])[N:14]([CH3:18])[N:13]=[N:12]2)[CH:5]=[C:6]([N+:8]([O-:10])=[O:9])[CH:7]=1. The yield is 0.550. (2) The reactants are [F:1][C:2]1[CH:7]=[CH:6][C:5]([C:8]2[CH:13]=[CH:12][C:11]([C@@H:14]([N:16]3[CH2:21][CH2:20][C@:19]([CH2:28][CH2:29][C:30](O)=[O:31])([C:22]4[CH:27]=[CH:26][CH:25]=[CH:24][CH:23]=4)[O:18][C:17]3=[O:33])[CH3:15])=[CH:10][CH:9]=2)=[CH:4][CH:3]=1.C1C=CC2N(O)N=[N:40]C=2C=1.CCN=C=NCCCN(C)C.Cl.CCN(C(C)C)C(C)C. The catalyst is C(Cl)Cl. The product is [F:1][C:2]1[CH:7]=[CH:6][C:5]([C:8]2[CH:13]=[CH:12][C:11]([C@@H:14]([N:16]3[CH2:21][CH2:20][C@:19]([CH2:28][CH2:29][C:30]([NH2:40])=[O:31])([C:22]4[CH:27]=[CH:26][CH:25]=[CH:24][CH:23]=4)[O:18][C:17]3=[O:33])[CH3:15])=[CH:10][CH:9]=2)=[CH:4][CH:3]=1. The yield is 0.480. (3) The reactants are C(Cl)(=O)C(Cl)=O.CS(C)=O.[F:11][C:12]([F:35])([F:34])[C:13]1[CH:14]=[C:15]([N:23]([CH2:31][CH2:32][OH:33])[C:24](=[O:30])[O:25][C:26]([CH3:29])([CH3:28])[CH3:27])[CH:16]=[C:17]([C:19]([F:22])([F:21])[F:20])[CH:18]=1.C(N(CC)CC)C. The catalyst is C1COCC1.O. The product is [F:11][C:12]([F:34])([F:35])[C:13]1[CH:14]=[C:15]([N:23]([CH2:31][CH:32]=[O:33])[C:24](=[O:30])[O:25][C:26]([CH3:27])([CH3:28])[CH3:29])[CH:16]=[C:17]([C:19]([F:21])([F:20])[F:22])[CH:18]=1. The yield is 0.690. (4) The reactants are [CH3:1][NH:2][C:3]1[CH:23]=[CH:22][C:6]([CH2:7][CH:8]2[CH2:12][CH2:11][N:10]([C@@H:13]([C:15]3[CH:20]=[CH:19][CH:18]=[CH:17][CH:16]=3)[CH3:14])[C:9]2=[O:21])=[CH:5][CH:4]=1.[C:24](Cl)(=[O:26])[CH3:25].C(N(CC)CC)C.C(=O)([O-])O.[Na+]. The catalyst is O1CCCC1. The product is [CH3:1][N:2]([C:3]1[CH:4]=[CH:5][C:6]([CH2:7][CH:8]2[CH2:12][CH2:11][N:10]([C@@H:13]([C:15]3[CH:16]=[CH:17][CH:18]=[CH:19][CH:20]=3)[CH3:14])[C:9]2=[O:21])=[CH:22][CH:23]=1)[C:24](=[O:26])[CH3:25]. The yield is 0.700.